This data is from Reaction yield outcomes from USPTO patents with 853,638 reactions. The task is: Predict the reaction yield, written as a fraction of the theoretical maximum amount of product (1.0 means a 100% yield; for example, 0.34 means a 34% yield). (1) The reactants are Cl.[OH:2][CH2:3][CH2:4][C@@H:5]([N:11]1[C:17](=[O:18])[CH2:16][CH2:15][NH:14][CH2:13][CH2:12]1)[C:6]([N:8]([CH3:10])[CH3:9])=[O:7].[Cl:19][C:20]1[CH:21]=[C:22]([CH:28]=[CH:29][CH:30]=1)/[CH:23]=[CH:24]/[C:25](O)=[O:26].C(N(CC)CC)C. No catalyst specified. The product is [Cl:19][C:20]1[CH:21]=[C:22](/[CH:23]=[CH:24]/[C:25]([N:14]2[CH2:15][CH2:16][C:17](=[O:18])[N:11]([C@H:5]([CH2:4][CH2:3][OH:2])[C:6]([N:8]([CH3:10])[CH3:9])=[O:7])[CH2:12][CH2:13]2)=[O:26])[CH:28]=[CH:29][CH:30]=1. The yield is 0.720. (2) The reactants are C(OC([N:8]1[C:16]2[CH:15]=[CH:14][CH:13]=[C:12]([S:17]([OH:19])=[O:18])[C:11]=2[CH:10]=[CH:9]1)=O)(C)(C)C.[Li].C1C(=O)N(Cl)C(=O)C1.[NH2:29][CH:30]([C:41]([N:43]1[CH2:48][CH2:47][CH:46]([CH3:49])[CH2:45][CH2:44]1)=[O:42])[CH2:31][CH2:32][C:33]1[CH:34]=[C:35]([CH:38]=[CH:39][CH:40]=1)[C:36]#[N:37].[O-]S([O-])=O.[Na+].[Na+]. The catalyst is C1COCC1.C(Cl)Cl. The product is [C:36]([C:35]1[CH:34]=[C:33]([CH2:32][CH2:31][CH:30]([NH:29][S:17]([C:12]2[C:11]3[CH:10]=[CH:9][NH:8][C:16]=3[CH:15]=[CH:14][CH:13]=2)(=[O:18])=[O:19])[C:41]([N:43]2[CH2:44][CH2:45][CH:46]([CH3:49])[CH2:47][CH2:48]2)=[O:42])[CH:40]=[CH:39][CH:38]=1)#[N:37]. The yield is 0.400. (3) The reactants are [CH3:1][O:2][C:3](=[O:21])[CH2:4][C:5]1[CH:10]=[CH:9][CH:8]=[C:7]([S:11][CH2:12][CH2:13][C@H:14]([O:16]S(C)(=O)=O)[CH3:15])[CH:6]=1.[N:22]1[CH:27]=[CH:26][CH:25]=[N:24][C:23]=1[C:28]1[CH:33]=[C:32]([C:34]([F:37])([F:36])[F:35])[CH:31]=[CH:30][C:29]=1O. No catalyst specified. The product is [CH3:1][O:2][C:3](=[O:21])[CH2:4][C:5]1[CH:10]=[CH:9][CH:8]=[C:7]([S:11][CH2:12][CH2:13][C@@H:14]([O:16][C:29]2[CH:30]=[CH:31][C:32]([C:34]([F:35])([F:36])[F:37])=[CH:33][C:28]=2[C:23]2[N:22]=[CH:27][CH:26]=[CH:25][N:24]=2)[CH3:15])[CH:6]=1. The yield is 0.790. (4) The reactants are [CH2:1]([S:3]([C:6]1[CH:7]=[C:8]([C:12]2[CH:20]=[C:19]([C:21]([OH:23])=O)[C:18]([CH3:24])=[C:17]3[C:13]=2[C:14]2[CH:28]=[C:27]([CH3:29])[CH:26]=[N:25][C:15]=2[NH:16]3)[CH:9]=[CH:10][CH:11]=1)(=[O:5])=[O:4])[CH3:2].[CH3:30][N:31]1[CH2:36][CH2:35][CH:34]([NH2:37])[CH2:33][CH2:32]1.CN(C(ON1N=NC2C=CC=NC1=2)=[N+](C)C)C.F[P-](F)(F)(F)(F)F.CCN(C(C)C)C(C)C. The catalyst is C(Cl)Cl.CN(C=O)C. The product is [CH2:1]([S:3]([C:6]1[CH:7]=[C:8]([C:12]2[CH:20]=[C:19]([C:21]([NH:37][CH:34]3[CH2:35][CH2:36][N:31]([CH3:30])[CH2:32][CH2:33]3)=[O:23])[C:18]([CH3:24])=[C:17]3[C:13]=2[C:14]2[CH:28]=[C:27]([CH3:29])[CH:26]=[N:25][C:15]=2[NH:16]3)[CH:9]=[CH:10][CH:11]=1)(=[O:4])=[O:5])[CH3:2]. The yield is 0.818. (5) The reactants are C(Cl)(=O)C(Cl)=O.CS(C)=O.[C:11]1([CH2:17][CH2:18][CH2:19][CH2:20][CH2:21][OH:22])[CH:16]=[CH:15][CH:14]=[CH:13][CH:12]=1.CCN(CC)CC. The catalyst is C(Cl)Cl. The product is [C:11]1([CH2:17][CH2:18][CH2:19][CH2:20][CH:21]=[O:22])[CH:16]=[CH:15][CH:14]=[CH:13][CH:12]=1. The yield is 0.970.